This data is from Catalyst prediction with 721,799 reactions and 888 catalyst types from USPTO. The task is: Predict which catalyst facilitates the given reaction. (1) Reactant: Cl.Cl.[Cl:3][C:4]1[C:12]([C:13]2[C:21]3[C:20]([NH2:22])=[N:19][CH:18]=[N:17][C:16]=3[N:15]([CH3:23])[CH:14]=2)=[CH:11][CH:10]=[C:9]2[C:5]=1[CH2:6][CH2:7][NH:8]2.[F:24][C:25]([F:37])([F:36])[C:26]1[N:31]=[C:30]([CH2:32][C:33](O)=[O:34])[CH:29]=[CH:28][CH:27]=1.CN(C(ON1N=NC2C=CC=NC1=2)=[N+](C)C)C.F[P-](F)(F)(F)(F)F.CCN(C(C)C)C(C)C. Product: [Cl:3][C:4]1[C:12]([C:13]2[C:21]3[C:20]([NH2:22])=[N:19][CH:18]=[N:17][C:16]=3[N:15]([CH3:23])[CH:14]=2)=[CH:11][CH:10]=[C:9]2[C:5]=1[CH2:6][CH2:7][N:8]2[C:33](=[O:34])[CH2:32][C:30]1[CH:29]=[CH:28][CH:27]=[C:26]([C:25]([F:24])([F:37])[F:36])[N:31]=1. The catalyst class is: 35. (2) Reactant: Cl[C:2]1[CH:7]=[C:6]([CH3:8])[N:5]=[C:4]2[C:9]([C:13]3[CH:18]=[CH:17][C:16]([N:19]4[CH:23]=[CH:22][CH:21]=[N:20]4)=[CH:15][C:14]=3[O:24][CH3:25])=[N:10][N:11]([CH3:12])[C:3]=12.C(=O)([O-])[O-].[K+].[K+]. Product: [C:13]1([CH:9]=[CH:4][C:2]2[CH:7]=[C:6]([CH3:8])[N:5]=[C:4]3[C:9]([C:13]4[CH:18]=[CH:17][C:16]([N:19]5[CH:23]=[CH:22][CH:21]=[N:20]5)=[CH:15][C:14]=4[O:24][CH3:25])=[N:10][N:11]([CH3:12])[C:3]=23)[CH:18]=[CH:17][CH:16]=[CH:15][CH:14]=1. The catalyst class is: 6. (3) Reactant: C1(P(C2CCCCC2)C2CCCCC2)CCCCC1.[B:29]1([B:29]2[O:33][C:32]([CH3:35])([CH3:34])[C:31]([CH3:37])([CH3:36])[O:30]2)[O:33][C:32]([CH3:35])([CH3:34])[C:31]([CH3:37])([CH3:36])[O:30]1.Br[C:39]1[CH:51]=[CH:50][C:42]([C:43](N2CCCC2)=[O:44])=[C:41]([F:52])[CH:40]=1.C([O-])(=[O:55])C.[K+]. Product: [F:52][C:41]1[CH:40]=[C:39]([B:29]2[O:30][C:31]([CH3:36])([CH3:37])[C:32]([CH3:34])([CH3:35])[O:33]2)[CH:51]=[CH:50][C:42]=1[C:43]([OH:44])=[O:55]. The catalyst class is: 12. (4) Reactant: [C:1]([O:5][C:6]([NH:8][C@H:9]1[C@H:14]([O:15][Si:16]([C:19]([CH3:22])([CH3:21])[CH3:20])([CH3:18])[CH3:17])[C@@H:13]([CH3:23])[CH2:12][N:11]([C:24]2[CH:29]=[CH:28][N:27]=[CH:26][C:25]=2[NH:30][C:31]([C:33]2[C:42]([NH:43]C(=O)OCC3C=CC=CC=3)=[CH:41][C:40]3[C:35](=[CH:36][C:37]([C:54]4[CH2:55][CH2:56][N:57]([CH3:60])[CH2:58][CH:59]=4)=[CH:38][CH:39]=3)[N:34]=2)=[O:32])[CH2:10]1)=[O:7])([CH3:4])([CH3:3])[CH3:2].[H][H]. Product: [NH2:43][C:42]1[C:33]([C:31]([NH:30][C:25]2[CH:26]=[N:27][CH:28]=[CH:29][C:24]=2[N:11]2[CH2:12][C@H:13]([CH3:23])[C@@H:14]([O:15][Si:16]([C:19]([CH3:22])([CH3:20])[CH3:21])([CH3:18])[CH3:17])[C@H:9]([NH:8][C:6](=[O:7])[O:5][C:1]([CH3:4])([CH3:3])[CH3:2])[CH2:10]2)=[O:32])=[N:34][C:35]2[C:40]([CH:41]=1)=[CH:39][CH:38]=[C:37]([CH:54]1[CH2:59][CH2:58][N:57]([CH3:60])[CH2:56][CH2:55]1)[CH:36]=2. The catalyst class is: 19.